From a dataset of Reaction yield outcomes from USPTO patents with 853,638 reactions. Predict the reaction yield, written as a fraction of the theoretical maximum amount of product (1.0 means a 100% yield; for example, 0.34 means a 34% yield). (1) The reactants are [Cl:1][C:2]1[C:11]2[NH:10][C:9](=[O:12])[C:8]3[S:13][CH:14]=[CH:15][C:7]=3[C:6]=2[C:5]([C:16]2[CH:21]=[CH:20][C:19]([CH:22]([CH3:32])[CH2:23][NH:24]C(=O)OC(C)(C)C)=[CH:18][CH:17]=2)=[C:4]([O:33]C)[CH:3]=1.B(Br)(Br)Br. No catalyst specified. The product is [ClH:1].[NH2:24][CH2:23][CH:22]([C:19]1[CH:18]=[CH:17][C:16]([C:5]2[C:6]3[C:7]4[CH:15]=[CH:14][S:13][C:8]=4[C:9](=[O:12])[NH:10][C:11]=3[C:2]([Cl:1])=[CH:3][C:4]=2[OH:33])=[CH:21][CH:20]=1)[CH3:32]. The yield is 0.400. (2) The reactants are C(OC([C:8]1[S:12][C:11]2[CH:13]=[C:14]([OH:19])[C:15]([O:17][CH3:18])=[CH:16][C:10]=2[C:9]=1[OH:20])=O)CCC.[OH-].[Na+]. No catalyst specified. The product is [CH3:18][O:17][C:15]1[C:14]([OH:19])=[CH:13][C:11]2[S:12][CH:8]=[C:9]([OH:20])[C:10]=2[CH:16]=1. The yield is 0.630. (3) The reactants are [CH3:1][N:2]([CH2:15][C:16]#[CH:17])[C:3]([C:5]1[CH:10]=[CH:9][C:8]([S:11](Cl)(=[O:13])=[O:12])=[CH:7][CH:6]=1)=[O:4].[C:18]1(C(O)C)[C:27]2[C:22](=[CH:23][CH:24]=[CH:25][CH:26]=2)[CH:21]=[CH:20][CH:19]=1.C(N([CH2:36][CH3:37])CC)C.C[OH:39]. The catalyst is C(Cl)Cl.CN(C1C=CN=CC=1)C. The product is [CH3:1][N:2]([CH2:15][C:16]#[CH:17])[C:3]([C:5]1[CH:10]=[CH:9][C:8]([S:11]([O:39][CH2:36][CH2:37][C:20]2[CH:19]=[CH:18][C:27]3[C:22](=[CH:23][CH:24]=[CH:25][CH:26]=3)[CH:21]=2)(=[O:13])=[O:12])=[CH:7][CH:6]=1)=[O:4]. The yield is 0.320. (4) The reactants are [Br:1][C:2]1[CH:3]=[C:4]([CH:25]=[CH:26][CH:27]=1)[CH2:5][N:6]1[C:14]2[C:13](=[O:15])[N:12]([CH3:16])[C:11](=[O:17])[N:10]([CH3:18])[C:9]=2[N:8]=[C:7]1[CH2:19][C:20](OCC)=[O:21].[BH4-].[Na+].CO.Cl. The catalyst is C1COCC1.O. The product is [Br:1][C:2]1[CH:3]=[C:4]([CH:25]=[CH:26][CH:27]=1)[CH2:5][N:6]1[C:14]2[C:13](=[O:15])[N:12]([CH3:16])[C:11](=[O:17])[N:10]([CH3:18])[C:9]=2[N:8]=[C:7]1[CH2:19][CH2:20][OH:21]. The yield is 0.920. (5) The reactants are [NH:1]1[CH2:6][CH2:5][CH:4]([NH:7][C:8]2[S:9][C:10]([C:13]([F:16])([F:15])[F:14])=[N:11][N:12]=2)[CH2:3][CH2:2]1.[F:17][C:18]([F:29])([F:28])[O:19][C:20]1[CH:21]=[C:22]([CH:25]=[CH:26][CH:27]=1)[CH:23]=O.C(O[BH-](OC(=O)C)OC(=O)C)(=O)C. The catalyst is ClCCCl. The product is [F:17][C:18]([F:28])([F:29])[O:19][C:20]1[CH:21]=[C:22]([CH:25]=[CH:26][CH:27]=1)[CH2:23][N:1]1[CH2:6][CH2:5][CH:4]([NH:7][C:8]2[S:9][C:10]([C:13]([F:16])([F:14])[F:15])=[N:11][N:12]=2)[CH2:3][CH2:2]1. The yield is 0.680.